Dataset: Forward reaction prediction with 1.9M reactions from USPTO patents (1976-2016). Task: Predict the product of the given reaction. (1) Given the reactants C(N(CC)CC)C.C1(=O)NC(=O)CC1.Cl[C:16]([O:18][CH2:19][CH:20]=[CH2:21])=[O:17].[F:22][C:23]([F:34])([F:33])[C@H:24]([CH3:32])[C@@H:25]([C:27]([O:29][CH2:30][CH3:31])=[O:28])[NH2:26], predict the reaction product. The product is: [CH2:19]([O:18][C:16]([NH:26][C@H:25]([C:27]([O:29][CH2:30][CH3:31])=[O:28])[C@H:24]([C:23]([F:34])([F:33])[F:22])[CH3:32])=[O:17])[CH:20]=[CH2:21]. (2) Given the reactants CCN(C(C)C)C(C)C.[OH:10][C:11]1[CH:12]=[CH:13][CH:14]=[C:15]2[C:20]=1[O:19][C:18](=[O:21])[C:17]([C:22]([OH:24])=O)=[CH:16]2.CN(C(ON1N=NC2C=CC=NC1=2)=[N+](C)C)C.F[P-](F)(F)(F)(F)F.[CH3:49][N:50]1[C:54]([C:55]2[CH:56]=[C:57]([NH2:61])[CH:58]=[CH:59][CH:60]=2)=[CH:53][CH:52]=[N:51]1, predict the reaction product. The product is: [CH3:49][N:50]1[C:54]([C:55]2[CH:56]=[C:57]([NH:61][C:22]([C:17]3[C:18](=[O:21])[O:19][C:20]4[C:15]([CH:16]=3)=[CH:14][CH:13]=[CH:12][C:11]=4[OH:10])=[O:24])[CH:58]=[CH:59][CH:60]=2)=[CH:53][CH:52]=[N:51]1. (3) Given the reactants [OH:1][CH:2]([C:8]1[C:13]([C:14]([F:17])([F:16])[F:15])=[CH:12][CH:11]=[CH:10][C:9]=1[OH:18])[C:3]([O:5][CH2:6][CH3:7])=[O:4].[C:19](Br)([CH3:22])([CH3:21])[CH3:20], predict the reaction product. The product is: [C:19]([O:1][CH:2]([C:8]1[C:13]([C:14]([F:16])([F:17])[F:15])=[CH:12][CH:11]=[CH:10][C:9]=1[OH:18])[C:3]([O:5][CH2:6][CH3:7])=[O:4])([CH3:22])([CH3:21])[CH3:20]. (4) Given the reactants [F:1][C:2]1[CH:10]=[C:9]2[C:5]([CH:6]=[CH:7][N:8]2[S:11]([C:14]2[CH:19]=[CH:18][CH:17]=[CH:16][CH:15]=2)(=[O:13])=[O:12])=[CH:4][C:3]=1[O:20][CH2:21][CH2:22][NH2:23].C(N(CC)CC)C.[C:31](Cl)(=[O:33])[CH3:32], predict the reaction product. The product is: [F:1][C:2]1[CH:10]=[C:9]2[C:5]([CH:6]=[CH:7][N:8]2[S:11]([C:14]2[CH:19]=[CH:18][CH:17]=[CH:16][CH:15]=2)(=[O:12])=[O:13])=[CH:4][C:3]=1[O:20][CH2:21][CH2:22][NH:23][C:31](=[O:33])[CH3:32]. (5) Given the reactants [CH3:1][O:2][C:3]1[CH:12]=[C:11]2[C:6]([C:7](=O)[CH:8]([C:13]3[CH:18]=[CH:17][C:16](OC)=[CH:15][CH:14]=3)[CH2:9][O:10]2)=[CH:5][CH:4]=1.Cl.[NH2:23][OH:24].[CH2:25]([OH:27])C, predict the reaction product. The product is: [CH3:1][O:2][C:3]1[CH:12]=[C:11]2[C:6]([C:7](=[N:23][OH:24])[CH:8]([C:13]3[CH:14]=[CH:15][CH:16]=[C:17]([O:27][CH3:25])[CH:18]=3)[CH2:9][O:10]2)=[CH:5][CH:4]=1. (6) Given the reactants CC1(C)C(C)(C)OB([C:9]2[C:18]3[C:13](=[CH:14][CH:15]=[CH:16][CH:17]=3)[C:12]([CH3:19])=[CH:11][CH:10]=2)O1.[Cl:21][C:22]1[CH:23]=[C:24]([CH2:28][N:29]2[CH:33]=[CH:32][N:31]=[C:30]2[CH3:34])[N:25]=[N:26][CH:27]=1, predict the reaction product. The product is: [ClH:21].[CH3:34][C:30]1[N:29]([CH2:28][C:24]2[N:25]=[N:26][CH:27]=[C:22]([C:9]3[C:18]4[C:13](=[CH:14][CH:15]=[CH:16][CH:17]=4)[C:12]([CH3:19])=[CH:11][CH:10]=3)[CH:23]=2)[CH:33]=[CH:32][N:31]=1. (7) The product is: [Cl:1][C:2]1[C:6]([Cl:7])=[C:5]([CH3:8])[NH:4][C:3]=1[C:9]([NH:12][C@@H:13]1[CH2:18][CH2:17][N:16]([C:19]([O:21][CH2:22][CH3:23])=[O:20])[CH2:15][C@@H:14]1[O:24][CH2:25][CH:26]=[CH2:27])=[O:11]. Given the reactants [Cl:1][C:2]1[C:6]([Cl:7])=[C:5]([CH3:8])[NH:4][C:3]=1[C:9]([OH:11])=O.[NH2:12][C@@H:13]1[CH2:18][CH2:17][N:16]([C:19]([O:21][CH2:22][CH3:23])=[O:20])[CH2:15][C@@H:14]1[O:24][CH2:25][CH:26]=[CH2:27].C1C=CC2N(O)N=NC=2C=1.CN1CCOCC1.CCN=C=NCCCN(C)C.Cl.Cl, predict the reaction product.